This data is from PAMPA (Parallel Artificial Membrane Permeability Assay) permeability data from NCATS. The task is: Regression/Classification. Given a drug SMILES string, predict its absorption, distribution, metabolism, or excretion properties. Task type varies by dataset: regression for continuous measurements (e.g., permeability, clearance, half-life) or binary classification for categorical outcomes (e.g., BBB penetration, CYP inhibition). Dataset: pampa_ncats. (1) The compound is CC1=CC=C(C=C1)S(=O)(=O)NC2=C(C=CN=C2)C(=O)NC3=CC=C(C=C3)C4=NC5=CC=CC=C5N4. The result is 0 (low-to-moderate permeability). (2) The drug is C1OC2=C(O1)C=C(C=C2)C3=NN4C(=NN=C4S3)C5=CC=CC=C5Cl. The result is 1 (high permeability). (3) The compound is CC1=C(NC(=C1C(=O)C)C)C(=O)NC2=CC(=CC=C2)[S+](=O)(NC3=CC=C(C=C3)C#N)[O-]. The result is 1 (high permeability). (4) The compound is C1CC1NC(=O)C2=NC(=C3N2C=CC=C3)C4=CN=CC=C4. The result is 1 (high permeability). (5) The molecule is CC1=CC=C(C=C1)C2=CSC(=N2)NC(=O)C3=CC=CC=C3NS(=O)(=O)C4=CC=C(C=C4)C. The result is 1 (high permeability). (6) The molecule is C1CN(CCC1C(=O)N)C2=NC(=CS2)C3=CC=C(C=C3)C(F)(F)F. The result is 1 (high permeability).